This data is from Full USPTO retrosynthesis dataset with 1.9M reactions from patents (1976-2016). The task is: Predict the reactants needed to synthesize the given product. (1) Given the product [Br:18][C:19]1[N:24]=[C:6](/[CH:8]=[CH:9]/[C:10]2[CH:15]=[C:14]([F:16])[CH:13]=[CH:12][C:11]=2[F:17])[CH:7]=[CH:2][N:20]=1, predict the reactants needed to synthesize it. The reactants are: Br[C:2]1C=NC=[C:6](/[CH:8]=[CH:9]/[C:10]2[CH:15]=[C:14]([F:16])[CH:13]=[CH:12][C:11]=2[F:17])[CH:7]=1.[Br:18][C:19]1[N:24]=C(CP(=O)(OCC)OCC)C=C[N:20]=1. (2) Given the product [Cl:1][C:2]1[C:3]([N:27]([CH3:29])[CH3:28])=[CH:4][C:5]2[N:11]=[C:10]([C:12]3[CH:17]=[CH:16][CH:15]=[C:14]([C:18]4[S:19][CH:20]=[C:21]([CH2:23][NH:31][CH3:30])[N:22]=4)[CH:13]=3)[CH2:9][C:8](=[O:25])[NH:7][C:6]=2[CH:26]=1, predict the reactants needed to synthesize it. The reactants are: [Cl:1][C:2]1[C:3]([N:27]([CH3:29])[CH3:28])=[CH:4][C:5]2[N:11]=[C:10]([C:12]3[CH:17]=[CH:16][CH:15]=[C:14]([C:18]4[S:19][CH:20]=[C:21]([CH2:23]Cl)[N:22]=4)[CH:13]=3)[CH2:9][C:8](=[O:25])[NH:7][C:6]=2[CH:26]=1.[CH3:30][NH2:31].O.[OH-].[Na+]. (3) Given the product [CH3:8][N:9]([C:10]1[CH:29]=[CH:28][C:13]2[N:14]([CH2:21][CH:22]3[CH2:27][CH2:26][O:25][CH2:24][CH2:23]3)[C:15]([C:17]([F:18])([F:19])[F:20])=[N:16][C:12]=2[CH:11]=1)[S:4]([CH2:1][CH2:2][CH3:3])(=[O:6])=[O:5], predict the reactants needed to synthesize it. The reactants are: [CH2:1]([S:4](Cl)(=[O:6])=[O:5])[CH2:2][CH3:3].[CH3:8][NH:9][C:10]1[CH:29]=[CH:28][C:13]2[N:14]([CH2:21][CH:22]3[CH2:27][CH2:26][O:25][CH2:24][CH2:23]3)[C:15]([C:17]([F:20])([F:19])[F:18])=[N:16][C:12]=2[CH:11]=1.CCN(C(C)C)C(C)C.